Dataset: Forward reaction prediction with 1.9M reactions from USPTO patents (1976-2016). Task: Predict the product of the given reaction. (1) The product is: [NH2:21][C:3]1[C:4]2[C:11]([I:12])=[CH:10][N:9]([C@@H:13]3[O:18][C@H:17]([CH2:19][OH:20])[CH2:16][C@H:14]3[OH:15])[C:5]=2[N:6]=[CH:7][N:8]=1. Given the reactants CO[C:3]1[C:4]2[C:11]([I:12])=[CH:10][N:9]([C@@H:13]3[O:18][C@H:17]([CH2:19][OH:20])[CH2:16][C@H:14]3[OH:15])[C:5]=2[N:6]=[CH:7][N:8]=1.[NH3:21], predict the reaction product. (2) Given the reactants [NH2:1][CH2:2][C@@H:3]1[C@H:8]([CH3:9])[CH2:7][CH2:6][CH2:5][N:4]1C(C1C=C(C)C=CC=1C1C=NN(C)C=1)=O.[F:25][C:26]1[CH:27]=[CH:28][C:29]([N:35]2[N:39]=[CH:38][CH:37]=[N:36]2)=[C:30]([CH:34]=1)[C:31]([OH:33])=O, predict the reaction product. The product is: [NH2:1][CH2:2][C@@H:3]1[C@H:8]([CH3:9])[CH2:7][CH2:6][CH2:5][N:4]1[C:31]([C:30]1[CH:34]=[C:26]([F:25])[CH:27]=[CH:28][C:29]=1[N:35]1[N:39]=[CH:38][CH:37]=[N:36]1)=[O:33]. (3) Given the reactants C([O:8][C:9](=[O:21])[C:10]([CH3:20])([C:14]1[CH:19]=[CH:18][CH:17]=[CH:16][CH:15]=1)[CH2:11][CH:12]=[CH2:13])C1C=CC=CC=1, predict the reaction product. The product is: [CH3:20][C:10]([C:14]1[CH:15]=[CH:16][CH:17]=[CH:18][CH:19]=1)([CH2:11][CH2:12][CH3:13])[C:9]([OH:21])=[O:8].